Predict the reactants needed to synthesize the given product. From a dataset of Full USPTO retrosynthesis dataset with 1.9M reactions from patents (1976-2016). Given the product [CH2:14]([O:21][C:22]([NH:24][NH:25][C:10](=[O:12])[CH2:9][N:8]([C:6]([O:5][C:1]([CH3:2])([CH3:3])[CH3:4])=[O:7])[CH3:13])=[O:23])[C:15]1[CH:20]=[CH:19][CH:18]=[CH:17][CH:16]=1, predict the reactants needed to synthesize it. The reactants are: [C:1]([O:5][C:6]([N:8]([CH3:13])[CH2:9][C:10]([OH:12])=O)=[O:7])([CH3:4])([CH3:3])[CH3:2].[CH2:14]([O:21][C:22]([NH:24][NH2:25])=[O:23])[C:15]1[CH:20]=[CH:19][CH:18]=[CH:17][CH:16]=1.O.ON1C2C=CC=CC=2N=N1.C(N(CC)C(C)C)(C)C.Cl.C(N=C=NCCCN(C)C)C.